Task: Predict the reaction yield, written as a fraction of the theoretical maximum amount of product (1.0 means a 100% yield; for example, 0.34 means a 34% yield).. Dataset: Reaction yield outcomes from USPTO patents with 853,638 reactions The reactants are [C:1]1([S:7]([C:10]2[C@@H:11]([OH:28])[C@@H:12]([OH:27])[C@H:13]([CH3:26])[C@H:14]([O:18][Si:19]([C:22]([CH3:25])([CH3:24])[CH3:23])([CH3:21])[CH3:20])[C@@H:15]([CH3:17])[CH:16]=2)(=[O:9])=[O:8])[CH:6]=[CH:5][CH:4]=[CH:3][CH:2]=1.N1C(C)=CC=CC=1C.[Si:37](OS(C(F)(F)F)(=O)=O)([C:40]([CH3:43])([CH3:42])[CH3:41])([CH3:39])[CH3:38].CO. The catalyst is C(Cl)Cl. The product is [C:1]1([S:7]([C:10]2[C@@H:11]([OH:28])[C@@H:12]([O:27][Si:37]([C:40]([CH3:43])([CH3:42])[CH3:41])([CH3:39])[CH3:38])[C@H:13]([CH3:26])[C@H:14]([O:18][Si:19]([C:22]([CH3:23])([CH3:25])[CH3:24])([CH3:20])[CH3:21])[C@@H:15]([CH3:17])[CH:16]=2)(=[O:9])=[O:8])[CH:2]=[CH:3][CH:4]=[CH:5][CH:6]=1. The yield is 0.990.